Task: Predict the reaction yield, written as a fraction of the theoretical maximum amount of product (1.0 means a 100% yield; for example, 0.34 means a 34% yield).. Dataset: Reaction yield outcomes from USPTO patents with 853,638 reactions (1) The yield is 0.680. The product is [CH2:20]([C:13]1[N:14]([CH2:15][C:16]([OH:19])([CH3:17])[CH3:18])[C:10]2[C:9]3[CH:8]=[CH:7][C:6]([C:24]([O:26][CH3:27])=[O:25])=[CH:5][C:4]=3[N:3]=[C:2]([NH:1][C:42]([CH:39]3[CH2:38][CH2:37][CH:36]([CH2:35][N:30]4[C:29](=[O:28])[CH:33]=[CH:32][C:31]4=[O:34])[CH2:41][CH2:40]3)=[O:43])[C:11]=2[N:12]=1)[CH2:21][CH2:22][CH3:23]. The catalyst is CN(C=O)C. The reactants are [NH2:1][C:2]1[C:11]2[N:12]=[C:13]([CH2:20][CH2:21][CH2:22][CH3:23])[N:14]([CH2:15][C:16]([OH:19])([CH3:18])[CH3:17])[C:10]=2[C:9]2[CH:8]=[CH:7][C:6]([C:24]([O:26][CH3:27])=[O:25])=[CH:5][C:4]=2[N:3]=1.[O:28]=[C:29]1[CH:33]=[CH:32][C:31](=[O:34])[N:30]1[CH2:35][CH:36]1[CH2:41][CH2:40][CH:39]([C:42](ON2C(=O)CCC2=O)=[O:43])[CH2:38][CH2:37]1.CCN(CC)CC. (2) The reactants are C[Si]([N-][Si](C)(C)C)(C)C.[Li+].[C:11]([C:14]1[CH:18]=[CH:17][N:16]([S:19]([C:22]2[CH:27]=[CH:26][CH:25]=[CH:24][CH:23]=2)(=[O:21])=[O:20])[CH:15]=1)(=[O:13])[CH3:12].[C:28](OC)(=[O:33])[C:29]([O:31][CH3:32])=[O:30]. The catalyst is O1CCCC1. The product is [CH3:32][O:31][C:29](=[O:30])[C:28](=[O:33])[CH2:12][C:11](=[O:13])[C:14]1[CH:18]=[CH:17][N:16]([S:19]([C:22]2[CH:27]=[CH:26][CH:25]=[CH:24][CH:23]=2)(=[O:20])=[O:21])[CH:15]=1. The yield is 0.590. (3) The reactants are O[CH2:2][CH2:3][N:4]([CH3:35])[C:5]([C:7]1[C:12]([O:13][CH2:14][C:15]2[CH:20]=[CH:19][CH:18]=[CH:17][CH:16]=2)=[C:11]([OH:21])[N:10]=[C:9]([CH2:22][C:23]2([C:28]3[CH:33]=[CH:32][C:31]([Cl:34])=[CH:30][CH:29]=3)[CH2:27][CH2:26][CH2:25][CH2:24]2)[N:8]=1)=[O:6].C(OC1C(=O)N=C(CC2C=CC=CC=2C2C=CC=CC=2)N2CCN(C)C(=O)C=12)C1C=CC=CC=1. No catalyst specified. The product is [CH2:14]([O:13][C:12]1[C:11](=[O:21])[N:10]=[C:9]([CH2:22][C:23]2([C:28]3[CH:33]=[CH:32][C:31]([Cl:34])=[CH:30][CH:29]=3)[CH2:24][CH2:25][CH2:26][CH2:27]2)[N:8]2[CH2:2][CH2:3][N:4]([CH3:35])[C:5](=[O:6])[C:7]=12)[C:15]1[CH:20]=[CH:19][CH:18]=[CH:17][CH:16]=1. The yield is 0.519. (4) The reactants are [CH3:1][O:2][C:3]1[CH:4]=[C:5]2[C:10](=[CH:11][CH:12]=1)[CH:9]=[C:8]([C@H:13]([CH3:17])[C:14]([OH:16])=[O:15])[CH:7]=[CH:6]2.[CH3:18][C:19]1([CH3:26])[O:23][C@H:22]([CH2:24]O)[CH2:21][O:20]1.Cl[CH2:28]Cl. No catalyst specified. The product is [CH3:1][O:2][C:3]1[CH:4]=[C:5]2[C:10](=[CH:11][CH:12]=1)[CH:9]=[C:8]([C@H:13]([CH3:17])[C:14]([O:16][CH2:28][C@@:22]1([CH3:24])[CH2:21][O:20][C:19]([CH3:18])([CH3:26])[O:23]1)=[O:15])[CH:7]=[CH:6]2. The yield is 0.920. (5) The reactants are [C:1]1([S:7]([O:10][CH2:11][C:12]([N:14]2[CH2:18][C:17]([F:20])([F:19])[CH2:16][C@H:15]2[C:21]([NH2:23])=O)=[O:13])(=[O:9])=[O:8])[CH:6]=[CH:5][CH:4]=[CH:3][CH:2]=1.C(N(CC)CC)C.FC(F)(F)C(OC(=O)C(F)(F)F)=O.O. The catalyst is C(#N)C.C(OCC)(=O)C. The product is [C:1]1([S:7]([O:10][CH2:11][C:12]([N:14]2[CH2:18][C:17]([F:20])([F:19])[CH2:16][C@H:15]2[C:21]#[N:23])=[O:13])(=[O:9])=[O:8])[CH:6]=[CH:5][CH:4]=[CH:3][CH:2]=1. The yield is 0.960. (6) The reactants are C[O:2][C:3](=[O:35])[CH:4]([O:29][CH2:30][C:31]([F:34])([F:33])[F:32])[CH2:5][C:6]1[CH:11]=[CH:10][C:9]([O:12][CH2:13][CH2:14][C:15]2[CH:20]=[CH:19][C:18]([NH:21][C:22]([O:24][C:25]([CH3:28])([CH3:27])[CH3:26])=[O:23])=[CH:17][CH:16]=2)=[CH:8][CH:7]=1.[OH-].[Li+]. The catalyst is O1CCCC1.O. The product is [C:25]([O:24][C:22]([NH:21][C:18]1[CH:17]=[CH:16][C:15]([CH2:14][CH2:13][O:12][C:9]2[CH:10]=[CH:11][C:6]([CH2:5][CH:4]([O:29][CH2:30][C:31]([F:32])([F:33])[F:34])[C:3]([OH:35])=[O:2])=[CH:7][CH:8]=2)=[CH:20][CH:19]=1)=[O:23])([CH3:28])([CH3:26])[CH3:27]. The yield is 0.850.